This data is from Catalyst prediction with 721,799 reactions and 888 catalyst types from USPTO. The task is: Predict which catalyst facilitates the given reaction. (1) Reactant: [C:1]1([C:7](=O)[CH2:8][C:9]2[CH:14]=[CH:13][CH:12]=[CH:11][CH:10]=2)[CH:6]=[CH:5][CH:4]=[CH:3][CH:2]=1.[CH2:16]([O:18][C:19]1[CH:20]=[C:21]([CH:24]=[C:25]([N+:28]([O-:30])=[O:29])[C:26]=1[OH:27])[CH:22]=O)[CH3:17].[ClH:31].[NH2:32][C:33]([NH2:35])=[NH:34].C(NC(C)C)(C)C. Product: [CH2:16]([O:18][C:19]1[CH:20]=[C:21]([CH:22]2[C:8]([C:9]3[CH:14]=[CH:13][CH:12]=[CH:11][CH:10]=3)=[C:7]([C:1]3[CH:6]=[CH:5][CH:4]=[CH:3][CH:2]=3)[NH:35][C:33](=[NH:32])[NH:34]2)[CH:24]=[C:25]([N+:28]([O-:30])=[O:29])[C:26]=1[OH:27])[CH3:17].[ClH:31]. The catalyst class is: 8. (2) Reactant: [CH2:1]([O:3][C:4]([N:6]1[C:15]2[C:10](=[N:11][C:12]([O:16][CH3:17])=[CH:13][CH:14]=2)[C@@H:9]([NH2:18])[CH2:8][C@H:7]1[CH2:19][CH3:20])=[O:5])[CH3:2].[Br:21][C:22]1[CH:23]=[N:24][C:25](Cl)=[N:26][CH:27]=1.C(=O)([O-])O.[Na+].C(OCC)(=O)C. Product: [CH2:1]([O:3][C:4]([N:6]1[C:15]2[C:10](=[N:11][C:12]([O:16][CH3:17])=[CH:13][CH:14]=2)[C@@H:9]([NH:18][C:25]2[N:26]=[CH:27][C:22]([Br:21])=[CH:23][N:24]=2)[CH2:8][C@H:7]1[CH2:19][CH3:20])=[O:5])[CH3:2]. The catalyst class is: 9. (3) Reactant: [NH2:1][C:2]1[CH:3]=[C:4]2[C:9](=[CH:10][CH:11]=1)[C:8]([OH:12])=[CH:7][CH:6]=[CH:5]2.N1C=CN=C1.[C:18]([Si:22](Cl)([CH3:24])[CH3:23])([CH3:21])([CH3:20])[CH3:19]. Product: [Si:22]([O:12][C:8]1[CH:7]=[CH:6][CH:5]=[C:4]2[C:9]=1[CH:10]=[CH:11][C:2]([NH2:1])=[CH:3]2)([C:18]([CH3:21])([CH3:20])[CH3:19])([CH3:24])[CH3:23]. The catalyst class is: 4. (4) Reactant: [CH:1]([C:4]1[C:9](=[O:10])[NH:8][C:7](=[O:11])[NH:6][C:5]=1[O:12][C:13]1[CH:14]=[C:15]([CH:18]=[C:19]([CH3:21])[CH:20]=1)[CH:16]=O)([CH3:3])[CH3:2].[C:22]([CH2:24]P(=O)(OCC)OCC)#[N:23].CC(C)([O-])C.[K+]. Product: [CH:1]([C:4]1[C:9](=[O:10])[NH:8][C:7](=[O:11])[NH:6][C:5]=1[O:12][C:13]1[CH:14]=[C:15]([CH:16]=[CH:24][C:22]#[N:23])[CH:18]=[C:19]([CH3:21])[CH:20]=1)([CH3:3])[CH3:2]. The catalyst class is: 721. (5) Reactant: [Si:1]([O:8][C:9]1([C:12]2[N:17]=[C:16]([C:18]#[N:19])[CH:15]=[CH:14][CH:13]=2)[CH2:11][CH2:10]1)([C:4]([CH3:7])([CH3:6])[CH3:5])([CH3:3])[CH3:2].[O-]CC.[Na+].Cl.Cl.N[C:27]1[CH:28]=[CH:29][C:30]([N:34]2[CH2:39][CH2:38][CH2:37][C@@H:36]([C:40]([N:42]3[CH2:46][CH2:45][CH2:44][CH2:43]3)=[O:41])[CH2:35]2)=[N:31][C:32]=1[NH2:33].C(N(CC)CC)C. Product: [Si:1]([O:8][C:9]1([C:12]2[N:17]=[C:16]([C:18]3[NH:33][C:32]4=[N:31][C:30]([N:34]5[CH2:39][CH2:38][CH2:37][C@@H:36]([C:40]([N:42]6[CH2:43][CH2:44][CH2:45][CH2:46]6)=[O:41])[CH2:35]5)=[CH:29][CH:28]=[C:27]4[N:19]=3)[CH:15]=[CH:14][CH:13]=2)[CH2:10][CH2:11]1)([C:4]([CH3:7])([CH3:6])[CH3:5])([CH3:3])[CH3:2]. The catalyst class is: 212. (6) Reactant: [C:1]([C:4]1[N:9]=[CH:8][CH:7]=[CH:6]N=1)(=[O:3])[CH3:2].[CH:10](N(CC)C(C)C)(C)C.[CH:19]([Si:22](OS(C(F)(F)F)(=O)=O)([CH:26]([CH3:28])[CH3:27])[CH:23]([CH3:25])[CH3:24])([CH3:21])[CH3:20]. The catalyst class is: 2. Product: [CH:26]([Si:22]([CH:19]([CH3:20])[CH3:21])([CH:23]([CH3:25])[CH3:24])[O:3][C:1]([C:4]1[CH:10]=[CH:6][CH:7]=[CH:8][N:9]=1)=[CH2:2])([CH3:27])[CH3:28]. (7) Reactant: O.C1(C)C=CC(S(O)(=O)=O)=CC=1.[Br:13][C:14]1[CH:15]=[C:16]([CH2:20][CH2:21][OH:22])[CH:17]=[CH:18][CH:19]=1.[O:23]1[CH:28]=[CH:27][CH2:26][CH2:25][CH2:24]1. Product: [Br:13][C:14]1[CH:15]=[C:16]([CH2:20][CH2:21][O:22][CH:24]2[CH2:25][CH2:26][CH2:27][CH2:28][O:23]2)[CH:17]=[CH:18][CH:19]=1. The catalyst class is: 2. (8) Reactant: [H-].[Na+].[NH:3]1[C:11]2[CH:10]=[CH:9][N:8]=[CH:7][C:6]=2[CH:5]=[CH:4]1.Cl[C:13]1[C:22]2[C:17](=[CH:18][CH:19]=[C:20]([O:23][CH3:24])[CH:21]=2)[N:16]=[C:15]([C:25]2[CH:26]=[N:27][CH:28]=[CH:29][CH:30]=2)[N:14]=1.O. Product: [CH3:24][O:23][C:20]1[CH:21]=[C:22]2[C:17](=[CH:18][CH:19]=1)[N:16]=[C:15]([C:25]1[CH:26]=[N:27][CH:28]=[CH:29][CH:30]=1)[N:14]=[C:13]2[N:3]1[C:11]2[CH:10]=[CH:9][N:8]=[CH:7][C:6]=2[CH:5]=[CH:4]1. The catalyst class is: 3. (9) Reactant: [Cl:1][C:2]1[CH:7]=[C:6]([O:8][CH3:9])[CH:5]=[CH:4][N:3]=1.[I:10]N1C(=O)CCC1=O.[OH-].[Na+]. Product: [Cl:1][C:2]1[CH:7]=[C:6]([O:8][CH3:9])[C:5]([I:10])=[CH:4][N:3]=1. The catalyst class is: 65. (10) Reactant: C[O:2][C:3]([C:5]1[C:14]([OH:15])=[C:13]2[C:8]([CH:9]=[CH:10][C:11](=[O:23])[N:12]2[CH2:16][C:17]2[CH:22]=[CH:21][CH:20]=[CH:19][CH:18]=2)=[C:7]([C:24]#[N:25])[N:6]=1)=O.Cl.[NH2:27][CH2:28][CH2:29][S:30]([NH2:33])(=[O:32])=[O:31].C[O-].[Na+]. Product: [S:30]([CH2:29][CH2:28][NH:27][C:3]([C:5]1[C:14]([OH:15])=[C:13]2[C:8]([CH:9]=[CH:10][C:11](=[O:23])[N:12]2[CH2:16][C:17]2[CH:22]=[CH:21][CH:20]=[CH:19][CH:18]=2)=[C:7]([C:24]#[N:25])[N:6]=1)=[O:2])(=[O:32])(=[O:31])[NH2:33]. The catalyst class is: 14.